From a dataset of Full USPTO retrosynthesis dataset with 1.9M reactions from patents (1976-2016). Predict the reactants needed to synthesize the given product. (1) Given the product [C:23]1([O:22][C:20](=[O:21])[NH:1][C:2]2[C:11]3[CH2:10][CH:9]([OH:12])[CH2:8][CH2:7][C:6]=3[CH:5]=[CH:4][CH:3]=2)[CH:28]=[CH:27][CH:26]=[CH:25][CH:24]=1, predict the reactants needed to synthesize it. The reactants are: [NH2:1][C:2]1[CH:3]=[CH:4][CH:5]=[C:6]2[C:11]=1[CH2:10][CH:9]([OH:12])[CH2:8][CH2:7]2.N1C=CC=CC=1.Cl[C:20]([O:22][C:23]1[CH:28]=[CH:27][CH:26]=[CH:25][CH:24]=1)=[O:21].O. (2) Given the product [C:16]1(=[C:8]([C:5]2[CH:6]=[CH:7][C:2]([C:24]3[O:23][CH:27]=[CH:26][CH:25]=3)=[CH:3][CH:4]=2)[C:9]2[CH:10]=[CH:11][C:12]([OH:15])=[CH:13][CH:14]=2)[CH2:17][CH2:18][CH2:19][CH2:20][CH2:21][CH2:22]1, predict the reactants needed to synthesize it. The reactants are: Br[C:2]1[CH:7]=[CH:6][C:5]([C:8](=[C:16]2[CH2:22][CH2:21][CH2:20][CH2:19][CH2:18][CH2:17]2)[C:9]2[CH:14]=[CH:13][C:12]([OH:15])=[CH:11][CH:10]=2)=[CH:4][CH:3]=1.[O:23]1[CH:27]=[CH:26][CH:25]=[C:24]1B(O)O.C([O-])([O-])=O.[Na+].[Na+].C1COCC1.O. (3) Given the product [C:8]([O:11][CH2:12][CH2:13][C:14]1[CH:15]=[CH:16][CH:17]=[C:18]2[C:22]=1[NH:21][CH:20]=[C:19]2[C:30](=[O:31])[CH:39]([C:35]1[CH:36]=[N:37][CH:38]=[C:33]([F:32])[CH:34]=1)[NH:40][C:41]1[CH:42]=[N:43][CH:44]=[C:45]([O:47][CH3:48])[CH:46]=1)(=[O:10])[CH3:9], predict the reactants needed to synthesize it. The reactants are: C(N(CC)CC)C.[C:8]([O:11][CH2:12][CH2:13][C:14]1[CH:15]=[CH:16][CH:17]=[C:18]2[C:22]=1[N:21](C(OC(C)(C)C)=O)[CH:20]=[C:19]2[CH:30]=[O:31])(=[O:10])[CH3:9].[F:32][C:33]1[CH:34]=[C:35]([CH:39]=[N:40][C:41]2[CH:42]=[N:43][CH:44]=[C:45]([O:47][CH3:48])[CH:46]=2)[CH:36]=[N:37][CH:38]=1. (4) Given the product [CH2:1]([O:8][C:9]1[C:16]([F:17])=[CH:15][C:12](/[CH:13]=[C:24](\[CH3:25])/[C:22]([O:21][CH2:19][CH3:20])=[O:23])=[CH:11][C:10]=1[F:18])[C:2]1[CH:7]=[CH:6][CH:5]=[CH:4][CH:3]=1, predict the reactants needed to synthesize it. The reactants are: [CH2:1]([O:8][C:9]1[C:16]([F:17])=[CH:15][C:12]([CH:13]=O)=[CH:11][C:10]=1[F:18])[C:2]1[CH:7]=[CH:6][CH:5]=[CH:4][CH:3]=1.[CH2:19]([O:21][C:22]([C:24](=P(C1C=CC=CC=1)(C1C=CC=CC=1)C1C=CC=CC=1)[CH3:25])=[O:23])[CH3:20]. (5) Given the product [CH3:52][N:44]([CH3:45])[CH:39]1[CH2:38][C:37]2[C:41](=[CH:42][CH:43]=[C:35]([NH:34][C:2]3[N:7]=[C:6]([C:8]4[C:9]([C:17]5[CH:18]=[C:19]([NH:23][C:24](=[O:33])[C:25]6[C:30]([F:31])=[CH:29][CH:28]=[CH:27][C:26]=6[F:32])[CH:20]=[CH:21][CH:22]=5)=[N:10][N:11]5[CH:16]=[CH:15][CH:14]=[CH:13][C:12]=45)[CH:5]=[CH:4][N:3]=3)[CH:36]=2)[CH2:40]1, predict the reactants needed to synthesize it. The reactants are: Cl[C:2]1[N:7]=[C:6]([C:8]2[C:9]([C:17]3[CH:18]=[C:19]([NH:23][C:24](=[O:33])[C:25]4[C:30]([F:31])=[CH:29][CH:28]=[CH:27][C:26]=4[F:32])[CH:20]=[CH:21][CH:22]=3)=[N:10][N:11]3[CH:16]=[CH:15][CH:14]=[CH:13][C:12]=23)[CH:5]=[CH:4][N:3]=1.[NH2:34][C:35]1[CH:36]=[C:37]2[C:41](=[CH:42][CH:43]=1)[CH2:40][CH:39]([NH:44][C:45](=O)C(F)(F)F)[CH2:38]2.Cl.[CH:52](O)(C)C. (6) Given the product [Br:1][C:2]1[CH:3]=[C:4]([CH:28]=[CH:29][CH:30]=1)[CH2:5][NH:6][C:7]1[C:8]([NH2:25])=[CH:9][C:10]([O:13][CH2:14][C:15]2[CH:24]=[CH:23][C:22]3[C:17](=[CH:18][CH:19]=[CH:20][CH:21]=3)[N:16]=2)=[CH:11][CH:12]=1, predict the reactants needed to synthesize it. The reactants are: [Br:1][C:2]1[CH:3]=[C:4]([CH:28]=[CH:29][CH:30]=1)[CH2:5][NH:6][C:7]1[CH:12]=[CH:11][C:10]([O:13][CH2:14][C:15]2[CH:24]=[CH:23][C:22]3[C:17](=[CH:18][CH:19]=[CH:20][CH:21]=3)[N:16]=2)=[CH:9][C:8]=1[N+:25]([O-])=O.CCN(C(C)C)C(C)C. (7) Given the product [C:1]([O:5][C@@H:6]([C:12]1[C:42]([CH3:43])=[CH:41][C:15]2[N:16]=[C:17]([C:19]3[CH:20]=[CH:21][C:22]4[N:26]=[C:25]([CH3:27])[N:24]([C@H:28]5[CH2:32][CH2:31][NH:30][CH2:29]5)[C:23]=4[CH:40]=3)[S:18][C:14]=2[C:13]=1[C:44]1[CH:49]=[CH:48][C:47]([Cl:50])=[CH:46][CH:45]=1)[C:7]([O:9][CH2:10][CH3:11])=[O:8])([CH3:2])([CH3:3])[CH3:4], predict the reactants needed to synthesize it. The reactants are: [C:1]([O:5][C@@H:6]([C:12]1[C:42]([CH3:43])=[CH:41][C:15]2[N:16]=[C:17]([C:19]3[CH:20]=[CH:21][C:22]4[N:26]=[C:25]([CH3:27])[N:24]([C@H:28]5[CH2:32][CH2:31][N:30](C(OC(C)(C)C)=O)[CH2:29]5)[C:23]=4[CH:40]=3)[S:18][C:14]=2[C:13]=1[C:44]1[CH:49]=[CH:48][C:47]([Cl:50])=[CH:46][CH:45]=1)[C:7]([O:9][CH2:10][CH3:11])=[O:8])([CH3:4])([CH3:3])[CH3:2]. (8) Given the product [O:39]1[CH2:44][CH2:43][O:42][CH2:41][CH2:40]1.[ClH:28].[ClH:31].[NH2:7][C@H:8]1[CH2:13][CH2:12][N:11]([CH2:14][CH2:15][C:16]2[C:25]3[C:20](=[CH:21][CH:22]=[C:23]([O:26][CH3:27])[CH:24]=3)[N:19]=[CH:18][C:17]=2[Cl:28])[CH2:10][C@H:9]1[OH:29], predict the reactants needed to synthesize it. The reactants are: C(OC(=O)[NH:7][C@H:8]1[CH2:13][CH2:12][N:11]([CH2:14][CH2:15][C:16]2[C:25]3[C:20](=[CH:21][CH:22]=[C:23]([O:26][CH3:27])[CH:24]=3)[N:19]=[CH:18][C:17]=2[Cl:28])[CH2:10][C@H:9]1[OH:29])(C)(C)C.[ClH:31].C1(C)C=CC=CC=1.[O:39]1[CH2:44][CH2:43][O:42][CH2:41][CH2:40]1. (9) Given the product [CH3:19][O:18][C:17]1[CH:16]=[CH:15][C:4]([C:5]([O:7][CH2:8][C:9]2[CH:14]=[CH:13][CH:12]=[CH:11][CH:10]=2)=[O:6])=[CH:3][C:2]=1[NH:1][S:21]([CH3:20])(=[O:23])=[O:22], predict the reactants needed to synthesize it. The reactants are: [NH2:1][C:2]1[CH:3]=[C:4]([CH:15]=[CH:16][C:17]=1[O:18][CH3:19])[C:5]([O:7][CH2:8][C:9]1[CH:14]=[CH:13][CH:12]=[CH:11][CH:10]=1)=[O:6].[CH3:20][S:21](Cl)(=[O:23])=[O:22].